Dataset: Reaction yield outcomes from USPTO patents with 853,638 reactions. Task: Predict the reaction yield, written as a fraction of the theoretical maximum amount of product (1.0 means a 100% yield; for example, 0.34 means a 34% yield). (1) The reactants are C[O:2][C:3]1[CH:8]=[C:7]([N+:9]([O-:11])=[O:10])[CH:6]=[CH:5][C:4]=1[C:12]1[O:16][CH:15]=[N:14][CH:13]=1.B(Br)(Br)Br.C([O-])(O)=O.[Na+]. The catalyst is C(Cl)Cl. The product is [N+:9]([C:7]1[CH:6]=[CH:5][C:4]([C:12]2[O:16][CH:15]=[N:14][CH:13]=2)=[C:3]([OH:2])[CH:8]=1)([O-:11])=[O:10]. The yield is 0.510. (2) The reactants are [C:1]([C:5]1[CH:6]=[C:7]([NH2:10])[NH:8][N:9]=1)([CH3:4])([CH3:3])[CH3:2].C(=O)([O-])[O-].[K+].[K+].Br[C:18]1[CH:19]=[C:20]([OH:25])[CH:21]=[C:22]([CH3:24])[CH:23]=1.CN(C)[C@@H]1CCCC[C@H]1N. The catalyst is [Cu]I. The product is [NH2:10][C:7]1[N:8]([C:18]2[CH:19]=[C:20]([OH:25])[CH:21]=[C:22]([CH3:24])[CH:23]=2)[N:9]=[C:5]([C:1]([CH3:4])([CH3:3])[CH3:2])[CH:6]=1. The yield is 0.490. (3) The reactants are S(=O)(=O)(O)O.C(Cl)(Cl)Cl.[Br:10][C:11]1[S:15][C:14]2[C:16](=[O:31])[CH:17]([C:27]([O:29][CH3:30])=[O:28])[CH:18]([C:19]3[CH:24]=[CH:23][C:22]([Cl:25])=[C:21]([Cl:26])[CH:20]=3)[C:13]=2[CH:12]=1.[N-:32]=[N+]=[N-].[Na+]. No catalyst specified. The product is [Br:10][C:11]1[S:15][C:14]2[C:16](=[O:31])[NH:32][CH:17]([C:27]([O:29][CH3:30])=[O:28])[CH:18]([C:19]3[CH:24]=[CH:23][C:22]([Cl:25])=[C:21]([Cl:26])[CH:20]=3)[C:13]=2[CH:12]=1. The yield is 0.482. (4) The reactants are Br[C:2]1[CH:7]=[C:6]([F:8])[CH:5]=[CH:4][C:3]=1[CH:9]([F:11])[F:10].CN(C)[CH:14]=[O:15].Cl. The catalyst is C1COCC1. The product is [F:10][CH:9]([F:11])[C:3]1[CH:4]=[CH:5][C:6]([F:8])=[CH:7][C:2]=1[CH:14]=[O:15]. The yield is 0.368.